This data is from Catalyst prediction with 721,799 reactions and 888 catalyst types from USPTO. The task is: Predict which catalyst facilitates the given reaction. (1) Reactant: [F:1][C:2]1[CH:28]=[CH:27][C:5]([CH2:6][N:7]2[C:11]3[C:12](=[O:22])[N:13]([CH3:21])[C:14]([C:17]([O:19][CH3:20])=[O:18])=[C:15](O)[C:10]=3[C:9]3[CH2:23][O:24][CH2:25][CH2:26][C:8]2=3)=[CH:4][CH:3]=1.CCN(CC)CC.O(S(C(F)(F)F)(=O)=O)S(C(F)(F)F)(=O)=O.C([O-])(O)=O.[Na+].[CH3:56][C:57]1[CH:62]=[CH:61][C:60](B(O)O)=[CH:59][CH:58]=1.C([O-])([O-])=O.[Na+].[Na+].[NH4+].[Cl-]. Product: [F:1][C:2]1[CH:28]=[CH:27][C:5]([CH2:6][N:7]2[C:11]3[C:12](=[O:22])[N:13]([CH3:21])[C:14]([C:17]([O:19][CH3:20])=[O:18])=[C:15]([C:60]4[CH:61]=[CH:62][C:57]([CH3:56])=[CH:58][CH:59]=4)[C:10]=3[C:9]3[CH2:23][O:24][CH2:25][CH2:26][C:8]2=3)=[CH:4][CH:3]=1. The catalyst class is: 532. (2) Reactant: Br[C:2]1[CH:7]=[N:6][C:5]([C:8]2[CH:13]=[CH:12][CH:11]=[CH:10][C:9]=2[N+:14]([O-:16])=[O:15])=[CH:4][N:3]=1.[F:17][C:18]([F:25])([F:24])[C:19]1[CH:23]=[CH:22][NH:21][N:20]=1.C(=O)([O-])[O-].[K+].[K+]. Product: [N+:14]([C:9]1[CH:10]=[CH:11][CH:12]=[CH:13][C:8]=1[C:5]1[CH:4]=[N:3][C:2]([N:21]2[CH:22]=[CH:23][C:19]([C:18]([F:25])([F:24])[F:17])=[N:20]2)=[CH:7][N:6]=1)([O-:16])=[O:15]. The catalyst class is: 9. (3) Reactant: [F:1][CH:2]([F:12])[C:3]1[CH:4]=[C:5]([CH:9]=[CH:10][N:11]=1)[C:6]([O-:8])=[O:7].[Li+].[OH-]. Product: [F:12][CH:2]([F:1])[C:3]1[CH:4]=[C:5]([CH:9]=[CH:10][N:11]=1)[C:6]([OH:8])=[O:7]. The catalyst class is: 1. (4) The catalyst class is: 50. Reactant: C([O:8][C:9]1[CH:14]=[CH:13][C:12]([C:15]([N:17]2[CH2:22][CH2:21][CH2:20][CH2:19][CH2:18]2)=[O:16])=[CH:11][CH:10]=1)C1C=CC=CC=1. Product: [OH:8][C:9]1[CH:14]=[CH:13][C:12]([C:15]([N:17]2[CH2:18][CH2:19][CH2:20][CH2:21][CH2:22]2)=[O:16])=[CH:11][CH:10]=1.